From a dataset of Peptide-MHC class II binding affinity with 134,281 pairs from IEDB. Regression. Given a peptide amino acid sequence and an MHC pseudo amino acid sequence, predict their binding affinity value. This is MHC class II binding data. (1) The peptide sequence is GELQIVDKKDAAFKI. The MHC is DRB1_0401 with pseudo-sequence DRB1_0401. The binding affinity (normalized) is 0.146. (2) The peptide sequence is ARRRLRTLVLAPTRV. The MHC is DRB1_0701 with pseudo-sequence DRB1_0701. The binding affinity (normalized) is 0.614. (3) The peptide sequence is GELQIVDKIDALFKI. The MHC is DRB1_0401 with pseudo-sequence DRB1_0401. The binding affinity (normalized) is 0.313.